From a dataset of Catalyst prediction with 721,799 reactions and 888 catalyst types from USPTO. Predict which catalyst facilitates the given reaction. (1) Reactant: [Cl:1][C:2]1[C:3]([NH:17][CH2:18][CH2:19][C:20]2[CH:25]=[CH:24][CH:23]=[C:22]([O:26]C)[CH:21]=2)=[N:4][C:5]([NH:8][C:9]2[CH:10]=[C:11]([CH2:15]O)[CH:12]=[CH:13][CH:14]=2)=[N:6][CH:7]=1.B(Br)(Br)[Br:29].O. Product: [Br:29][CH2:15][C:11]1[CH:10]=[C:9]([NH:8][C:5]2[N:4]=[C:3]([NH:17][CH2:18][CH2:19][C:20]3[CH:21]=[C:22]([OH:26])[CH:23]=[CH:24][CH:25]=3)[C:2]([Cl:1])=[CH:7][N:6]=2)[CH:14]=[CH:13][CH:12]=1. The catalyst class is: 2. (2) Reactant: [Cl:1][C:2]1[CH:24]=[CH:23][C:5]([C:6]([NH:8][C:9]2[S:10][CH:11]=[C:12]([CH2:14][C:15](=[O:22])[N:16]3[CH2:21][CH2:20][NH:19][CH2:18][CH2:17]3)[N:13]=2)=[O:7])=[CH:4][CH:3]=1.[Br:25][CH2:26][C:27](O)=[O:28]. Product: [Br:25][CH2:26][C:27]([N:19]1[CH2:18][CH2:17][N:16]([C:15](=[O:22])[CH2:14][C:12]2[N:13]=[C:9]([NH:8][C:6](=[O:7])[C:5]3[CH:4]=[CH:3][C:2]([Cl:1])=[CH:24][CH:23]=3)[S:10][CH:11]=2)[CH2:21][CH2:20]1)=[O:28]. The catalyst class is: 1. (3) Reactant: [CH3:1][NH:2][C:3]1[C:8]([NH2:9])=[CH:7][C:6]([C:10]([F:13])([F:12])[F:11])=[CH:5][N:4]=1.[F:14][C:15]1[CH:22]=[CH:21][CH:20]=[CH:19][C:16]=1[CH:17]=O.S([O-])(O)=O.[Na+].CN(C=O)C. Product: [F:14][C:15]1[CH:22]=[CH:21][CH:20]=[CH:19][C:16]=1[C:17]1[N:2]([CH3:1])[C:3]2=[N:4][CH:5]=[C:6]([C:10]([F:11])([F:12])[F:13])[CH:7]=[C:8]2[N:9]=1. The catalyst class is: 6. (4) The catalyst class is: 7. Reactant: [S:1]1[C:5]2[CH2:6][C:7]3[CH:8]=[CH:9][CH:10]=[CH:11][C:12]=3[C:4]=2[N:3]=[C:2]1[NH2:13].C(=O)([O-])[O-].[K+].[K+].Cl.[C:21](Cl)(=[O:28])[C:22]1[CH:27]=[CH:26][N:25]=[CH:24][CH:23]=1. Product: [S:1]1[C:5]2[CH2:6][C:7]3[CH:8]=[CH:9][CH:10]=[CH:11][C:12]=3[C:4]=2[N:3]=[C:2]1[NH:13][C:21](=[O:28])[C:22]1[CH:27]=[CH:26][N:25]=[CH:24][CH:23]=1. (5) The catalyst class is: 1. Reactant: [C:1]([Si:5]([O:8][CH2:9][C:10]1[CH:15]=[CH:14][CH:13]=[C:12]([C:16]#[CH:17])[C:11]=1[F:18])([CH3:7])[CH3:6])([CH3:4])([CH3:3])[CH3:2].C([Li])CCC.CCCCCC.Cl[C:31]([O:33][CH2:34][C:35]1[CH:40]=[CH:39][CH:38]=[CH:37][CH:36]=1)=[O:32].[Cl-].[NH4+]. Product: [Si:5]([O:8][CH2:9][C:10]1[C:11]([F:18])=[C:12]([C:16]#[C:17][C:31]([O:33][CH2:34][C:35]2[CH:40]=[CH:39][CH:38]=[CH:37][CH:36]=2)=[O:32])[CH:13]=[CH:14][CH:15]=1)([C:1]([CH3:4])([CH3:3])[CH3:2])([CH3:7])[CH3:6]. (6) Reactant: [NH2:1][CH2:2][C@@H:3]1[CH2:7][CH2:6][N:5]([C:8]([O:10][C:11]([CH3:14])([CH3:13])[CH3:12])=[O:9])[CH2:4]1.C(N(CC)CC)C.[CH2:22]([O:29][C:30](ON1C(=O)CCC1=O)=[O:31])[C:23]1[CH:28]=[CH:27][CH:26]=[CH:25][CH:24]=1. Product: [C:23]1([CH2:22][O:29][C:30]([NH:1][CH2:2][C@@H:3]2[CH2:7][CH2:6][N:5]([C:8]([O:10][C:11]([CH3:14])([CH3:13])[CH3:12])=[O:9])[CH2:4]2)=[O:31])[CH:28]=[CH:27][CH:26]=[CH:25][CH:24]=1. The catalyst class is: 3. (7) The catalyst class is: 2. Reactant: [F:1][C:2]([F:14])([F:13])[S:3]([C:6]1[CH:12]=[CH:11][C:9]([NH2:10])=[CH:8][CH:7]=1)(=[O:5])=[O:4].C(N(CC)CC)C.[Cl-].ClC1N(C)CC[NH+]1C.[CH3:31][O:32][C:33]1[C:34](=[O:57])[C:35]([CH3:56])=[C:36]([CH2:42][C:43]2[CH:44]=[CH:45][C:46]([O:52][C:53](=[O:55])[CH3:54])=[C:47]([CH:51]=2)[C:48](O)=[O:49])[C:37](=[O:41])[C:38]=1[O:39][CH3:40]. Product: [CH3:31][O:32][C:33]1[C:34](=[O:57])[C:35]([CH3:56])=[C:36]([CH2:42][C:43]2[CH:44]=[CH:45][C:46]([O:52][C:53](=[O:55])[CH3:54])=[C:47]([CH:51]=2)[C:48]([NH:10][C:9]2[CH:11]=[CH:12][C:6]([S:3]([C:2]([F:13])([F:1])[F:14])(=[O:4])=[O:5])=[CH:7][CH:8]=2)=[O:49])[C:37](=[O:41])[C:38]=1[O:39][CH3:40]. (8) Reactant: [CH3:1][O:2][C:3]([C:5]1[C:10]([O:11][CH2:12][C:13]2[CH:18]=[CH:17][CH:16]=[CH:15][CH:14]=2)=[C:9]([NH:19][C:20](=[O:22])[CH3:21])[CH:8]=[C:7](Br)[N:6]=1)=[O:4].C([Sn](CCCC)(CCCC)[C:29]1[O:30][CH:31]=[CH:32][CH:33]=1)CCC. Product: [CH3:1][O:2][C:3]([C:5]1[C:10]([O:11][CH2:12][C:13]2[CH:18]=[CH:17][CH:16]=[CH:15][CH:14]=2)=[C:9]([NH:19][C:20](=[O:22])[CH3:21])[CH:8]=[C:7]([C:29]2[O:30][CH:31]=[CH:32][CH:33]=2)[N:6]=1)=[O:4]. The catalyst class is: 176.